Dataset: Reaction yield outcomes from USPTO patents with 853,638 reactions. Task: Predict the reaction yield, written as a fraction of the theoretical maximum amount of product (1.0 means a 100% yield; for example, 0.34 means a 34% yield). (1) The reactants are C(OC(=O)[NH:7][CH:8]([CH2:13][C:14]1[CH:19]=[CH:18][C:17]([N+:20]([O-:22])=[O:21])=[CH:16][CH:15]=1)[C:9](=O)[CH2:10][Br:11])(C)(C)C.[C:24](=[S:32])([NH2:31])[C:25]1[CH:30]=[CH:29][CH:28]=[CH:27][CH:26]=1.C(OCC)C. The catalyst is CC#N. The product is [BrH:11].[N+:20]([C:17]1[CH:16]=[CH:15][C:14]([CH2:13][C@@H:8]([C:9]2[N:31]=[C:24]([C:25]3[CH:30]=[CH:29][CH:28]=[CH:27][CH:26]=3)[S:32][CH:10]=2)[NH2:7])=[CH:19][CH:18]=1)([O-:22])=[O:21]. The yield is 0.630. (2) The yield is 0.650. The catalyst is C(O)(=O)C.[Cl-].[Zn+2].[Cl-]. The product is [F:1][C:2]1[CH:8]=[CH:7][CH:6]=[C:5]2[C:3]=1[N:4]=[CH:10][CH:9]=[C:11]2[CH3:13]. The reactants are [F:1][C:2]1[CH:8]=[CH:7][CH:6]=[CH:5][C:3]=1[NH2:4].[CH:9]([C:11]([CH3:13])=O)=[CH2:10]. (3) The reactants are Br[C:2]1[CH:7]=[CH:6][C:5]([N:8]([C:13]2[C:32]([CH:33]3[CH2:35][CH2:34]3)=[CH:31][C:16]3[C:17]([C:27]([NH:29][CH3:30])=[O:28])=[C:18]([C:20]4[CH:25]=[CH:24][C:23]([F:26])=[CH:22][CH:21]=4)[O:19][C:15]=3[CH:14]=2)[S:9]([CH3:12])(=[O:11])=[O:10])=[CH:4][C:3]=1[Cl:36].C(=O)([O-])[O-].[Na+].[Na+].[CH:43](B1OC(C)(C)C(C)(C)O1)=[CH2:44].O1CCOCC1. The catalyst is C1C=CC(P(C2C=CC=CC=2)[C-]2C=CC=C2)=CC=1.C1C=CC(P(C2C=CC=CC=2)[C-]2C=CC=C2)=CC=1.Cl[Pd]Cl.[Fe+2].C(Cl)Cl.O. The product is [Cl:36][C:3]1[CH:4]=[C:5]([N:8]([C:13]2[C:32]([CH:33]3[CH2:35][CH2:34]3)=[CH:31][C:16]3[C:17]([C:27]([NH:29][CH3:30])=[O:28])=[C:18]([C:20]4[CH:25]=[CH:24][C:23]([F:26])=[CH:22][CH:21]=4)[O:19][C:15]=3[CH:14]=2)[S:9]([CH3:12])(=[O:11])=[O:10])[CH:6]=[CH:7][C:2]=1[CH:43]=[CH2:44]. The yield is 0.900. (4) The yield is 0.980. The catalyst is ClCCl.CN(C)C1C=CN=CC=1. The product is [C:6]([C:8]([NH2:12])([OH:11])[CH2:9][CH3:10])([O:5][C:1]([CH3:2])([CH3:4])[CH3:3])=[O:7].[OH:15][C:14]([CH:16]([C:18]1[CH:31]=[CH:30][CH:29]=[C:20]([C:21]([C:23]2[CH:24]=[CH:25][CH:26]=[CH:27][CH:28]=2)=[O:22])[CH:19]=1)[CH3:17])=[O:13]. The reactants are [C:1]([O:5][C:6]([C:8]([NH2:12])([OH:11])[CH2:9][CH3:10])=[O:7])([CH3:4])([CH3:3])[CH3:2].[OH:13][C:14]([CH:16]([C:18]1[CH:31]=[CH:30][CH:29]=[C:20]([C:21]([C:23]2[CH:28]=[CH:27][CH:26]=[CH:25][CH:24]=2)=[O:22])[CH:19]=1)[CH3:17])=[O:15].O. (5) The reactants are [F:1][C:2]([F:14])([F:13])[O:3][C:4]1[CH:12]=[CH:11][C:7]([C:8]([OH:10])=O)=[CH:6][CH:5]=1.[NH2:15][C@H:16]1[CH2:21][C:20]2[C:22]([N:26]3[CH2:31][CH2:30][N:29]([CH3:32])[CH2:28][CH2:27]3)=[CH:23][CH:24]=[CH:25][C:19]=2[O:18][CH2:17]1.C(N(CC)CC)C. The catalyst is S(Cl)(Cl)=O.C(Cl)Cl. The product is [CH3:32][N:29]1[CH2:30][CH2:31][N:26]([C:22]2[C:20]3[CH2:21][C@H:16]([NH:15][C:8](=[O:10])[C:7]4[CH:6]=[CH:5][C:4]([O:3][C:2]([F:1])([F:14])[F:13])=[CH:12][CH:11]=4)[CH2:17][O:18][C:19]=3[CH:25]=[CH:24][CH:23]=2)[CH2:27][CH2:28]1. The yield is 0.510. (6) The product is [F:1][C:2]([F:7])([F:6])[C:3]([OH:5])=[O:4].[F:8][C:9]([F:14])([F:13])[C:10]([OH:12])=[O:11].[Cl:22][C:23]1[CH:24]=[N:25][C:26]2[NH:27][C:28]3[CH:29]=[N:30][CH:31]=[C:32]([CH:53]=3)[CH2:33][CH2:34][C:35]3[CH:43]=[C:39]([NH:40][C:41]=1[N:42]=2)[CH:38]=[CH:37][C:36]=3[O:44][CH2:45][CH2:46][CH:47]1[CH2:48][CH2:49][N:50]([C:55]([NH:54][C:57]2[C:58]([CH3:63])=[N:59][O:60][C:61]=2[CH3:62])=[O:56])[CH2:51][CH2:52]1. The reactants are [F:1][C:2]([F:7])([F:6])[C:3]([OH:5])=[O:4].[F:8][C:9]([F:14])([F:13])[C:10]([OH:12])=[O:11].FC(F)(F)C(O)=O.[Cl:22][C:23]1[CH:24]=[N:25][C:26]2[NH:27][C:28]3[CH:29]=[N:30][CH:31]=[C:32]([CH:53]=3)[CH2:33][CH2:34][C:35]3[CH:43]=[C:39]([NH:40][C:41]=1[N:42]=2)[CH:38]=[CH:37][C:36]=3[O:44][CH2:45][CH2:46][CH:47]1[CH2:52][CH2:51][NH:50][CH2:49][CH2:48]1.[N:54]([C:57]1[C:58]([CH3:63])=[N:59][O:60][C:61]=1[CH3:62])=[C:55]=[O:56]. The yield is 0.500. No catalyst specified. (7) The reactants are [Cl:1][C:2]1[CH:7]=[C:6]([C:8]2[CH:13]=[N:12][CH:11]=[C:10]([CH3:14])[N:9]=2)[CH:5]=[CH:4][C:3]=1[C:15]1[C:26](=[O:27])[N:25]([CH2:28][CH:29]2[CH2:31][O:30]2)[C:18]2[N:19]=[C:20]([S:23][CH3:24])[N:21]=[CH:22][C:17]=2[CH:16]=1.[N-:32]=[N+:33]=[N-:34].[Na+].[Cl-].[NH4+]. The catalyst is CN(C=O)C. The product is [N:32]([CH2:31][CH:29]([OH:30])[CH2:28][N:25]1[C:18]2[N:19]=[C:20]([S:23][CH3:24])[N:21]=[CH:22][C:17]=2[CH:16]=[C:15]([C:3]2[CH:4]=[CH:5][C:6]([C:8]3[CH:13]=[N:12][CH:11]=[C:10]([CH3:14])[N:9]=3)=[CH:7][C:2]=2[Cl:1])[C:26]1=[O:27])=[N+:33]=[N-:34]. The yield is 1.00. (8) The product is [C:2]([O:12][CH2:14][CH3:15])(=[O:11])[C:3]1[NH:10][C:8](=[O:9])[NH:7][C:5](=[O:6])[CH:4]=1. The catalyst is CN(C)C=O. The reactants are O.[C:2]([OH:12])(=[O:11])[C:3]1[NH:10][C:8](=[O:9])[NH:7][C:5](=[O:6])[CH:4]=1.N12CCCN=C1CCC[CH2:15][CH2:14]2.C(I)C.O. The yield is 0.880. (9) The yield is 0.980. The product is [CH3:16][O:15][C:13]([NH:1][C@@H:2]([C:3]([CH3:6])([CH3:5])[CH3:4])[C:7]([OH:9])=[O:8])=[O:14]. The reactants are [NH2:1][C@H:2]([C:7]([OH:9])=[O:8])[C:3]([CH3:6])([CH3:5])[CH3:4].[OH-].[Na+].Cl[C:13]([O:15][CH3:16])=[O:14]. The catalyst is O1CCOCC1.